From a dataset of Full USPTO retrosynthesis dataset with 1.9M reactions from patents (1976-2016). Predict the reactants needed to synthesize the given product. (1) Given the product [C:1]([C:3]1[CH:10]=[CH:9][C:6]([CH2:7][OH:8])=[CH:5][CH:4]=1)#[N:2], predict the reactants needed to synthesize it. The reactants are: [C:1]([C:3]1[CH:10]=[CH:9][C:6]([CH:7]=[O:8])=[CH:5][CH:4]=1)#[N:2].[BH4-].[Na+]. (2) Given the product [Br:1][C:2]1[C:3]([N:24]2[CH2:34][CH2:33][C:27]3([C:31](=[O:32])[NH:30][CH2:29][CH2:28]3)[CH2:26][CH2:25]2)=[C:4]([Cl:15])[C:5]([N:8]2[C:12]([CH3:13])=[CH:11][CH:10]=[C:9]2[CH3:14])=[N:6][CH:7]=1, predict the reactants needed to synthesize it. The reactants are: [Br:1][C:2]1[C:3](Cl)=[C:4]([Cl:15])[C:5]([N:8]2[C:12]([CH3:13])=[CH:11][CH:10]=[C:9]2[CH3:14])=[N:6][CH:7]=1.C([N:24]1[CH2:34][CH2:33][C:27]2([C:31](=[O:32])[NH:30][CH2:29][CH2:28]2)[CH2:26][CH2:25]1)(OC(C)(C)C)=O.C(N(CC)CC)C. (3) Given the product [F:32][C:2]([F:1])([F:31])[CH2:3][O:4][C:5]1[CH:6]=[C:7]([C:15]2[CH:20]=[C:19]([C:21]([F:22])([F:23])[F:24])[N:18]3[N:25]=[CH:26][C:27]([C:28]4[O:33][N:34]=[C:35]([C:37]5[S:38][C:39]([S:42]([NH2:43])(=[O:45])=[O:44])=[CH:40][CH:41]=5)[N:36]=4)=[C:17]3[N:16]=2)[CH:8]=[CH:9][C:10]=1[C:11]([F:12])([F:13])[F:14], predict the reactants needed to synthesize it. The reactants are: [F:1][C:2]([F:32])([F:31])[CH2:3][O:4][C:5]1[CH:6]=[C:7]([C:15]2[CH:20]=[C:19]([C:21]([F:24])([F:23])[F:22])[N:18]3[N:25]=[CH:26][C:27]([C:28](O)=O)=[C:17]3[N:16]=2)[CH:8]=[CH:9][C:10]=1[C:11]([F:14])([F:13])[F:12].[OH:33][NH:34][C:35]([C:37]1[S:38][C:39]([S:42](=[O:45])(=[O:44])[NH2:43])=[CH:40][CH:41]=1)=[NH:36]. (4) Given the product [Cl:1][C:2]1[C:3]([CH2:12][O:13][C:14]2[CH:19]=[CH:18][C:17]([O:20][C:21]([F:22])([F:23])[F:24])=[C:16]([Cl:25])[CH:15]=2)=[CH:4][C:5]2[O:9][N:8]=[C:7]([NH:10][S:27]([CH3:26])(=[O:29])=[O:28])[C:6]=2[CH:11]=1, predict the reactants needed to synthesize it. The reactants are: [Cl:1][C:2]1[C:3]([CH2:12][O:13][C:14]2[CH:19]=[CH:18][C:17]([O:20][C:21]([F:24])([F:23])[F:22])=[C:16]([Cl:25])[CH:15]=2)=[CH:4][C:5]2[O:9][N:8]=[C:7]([NH2:10])[C:6]=2[CH:11]=1.[CH3:26][S:27](Cl)(=[O:29])=[O:28].C(N(CC)CC)C. (5) Given the product [ClH:37].[S:1]1[CH:5]=[CH:4][CH:3]=[C:2]1[S:6]([N:9]1[CH2:14][CH2:13][N:12]([C:15]2[CH:20]=[CH:19][C:18]([C:21]([OH:27])([CH3:26])[C:22]([F:23])([F:25])[F:24])=[CH:17][CH:16]=2)[C@@H:11]([CH2:28][C:29]([OH:33])=[O:31])[CH2:10]1)(=[O:8])=[O:7], predict the reactants needed to synthesize it. The reactants are: [S:1]1[CH:5]=[CH:4][CH:3]=[C:2]1[S:6]([N:9]1[CH2:14][CH2:13][N:12]([C:15]2[CH:20]=[CH:19][C:18]([C:21]([OH:27])([CH3:26])[C:22]([F:25])([F:24])[F:23])=[CH:17][CH:16]=2)[C@@H:11]([CH2:28][C:29]#N)[CH2:10]1)(=[O:8])=[O:7].[OH-:31].[Na+].[OH2:33].CCO.[ClH:37].